From a dataset of Forward reaction prediction with 1.9M reactions from USPTO patents (1976-2016). Predict the product of the given reaction. (1) Given the reactants [C:1]([C:3]1[CH:4]=[C:5]([NH:10][C:11]2[C:12]3[CH:20]=[C:19]([NH:21]CC4C=CC(OC)=CC=4)[N:18]=[CH:17][C:13]=3[N:14]=[CH:15][N:16]=2)[CH:6]=[CH:7][C:8]=1[F:9])#[CH:2].FC(F)(F)C(O)=O.C1(OC)C=CC=CC=1, predict the reaction product. The product is: [C:1]([C:3]1[CH:4]=[C:5]([NH:10][C:11]2[C:12]3[CH:20]=[C:19]([NH2:21])[N:18]=[CH:17][C:13]=3[N:14]=[CH:15][N:16]=2)[CH:6]=[CH:7][C:8]=1[F:9])#[CH:2]. (2) Given the reactants [NH2:1][C:2]1[NH:6][N:5]=[C:4]([CH2:7][CH2:8][C:9]2[CH:10]=[C:11]([CH:15]=[CH:16][CH:17]=2)[C:12]([OH:14])=O)[CH:3]=1.[CH3:18][NH:19]C.C1COCC1.C(N(C(C)C)C(C)C)C, predict the reaction product. The product is: [NH2:1][C:2]1[NH:6][N:5]=[C:4]([CH2:7][CH2:8][C:9]2[CH:10]=[C:11]([CH:15]=[CH:16][CH:17]=2)[C:12]([NH:19][CH3:18])=[O:14])[CH:3]=1. (3) Given the reactants [Cl:1][C:2]1[CH:3]=[C:4]([CH:31]=[CH:32][C:33]=1[F:34])[NH:5][C:6]1[C:15]2[C:10](=[CH:11][C:12]([OH:30])=[CH:13][C:14]=2[O:16][CH2:17][C@H:18]2[CH2:22][CH2:21][CH2:20][N:19]2C(OC(C)(C)C)=O)[N:9]=[CH:8][N:7]=1.Br[CH2:36][CH3:37].C(=O)([O-])[O-].[K+].[K+].FC(F)(F)C(O)=O.C(=O)([O-])O.[Na+], predict the reaction product. The product is: [Cl:1][C:2]1[CH:3]=[C:4]([NH:5][C:6]2[C:15]3[C:10](=[CH:11][C:12]([O:30][CH2:36][CH3:37])=[CH:13][C:14]=3[O:16][CH2:17][C@H:18]3[CH2:22][CH2:21][CH2:20][NH:19]3)[N:9]=[CH:8][N:7]=2)[CH:31]=[CH:32][C:33]=1[F:34]. (4) Given the reactants [CH2:1]([NH2:7])[CH2:2][CH2:3][CH2:4][CH2:5][CH3:6].[Cl:8][C:9]1[CH:14]=[CH:13][C:12]([C:15]2[N:16]=[C:17]([C:28](O)=[O:29])[N:18]([CH3:27])[C:19]=2[C:20]2[CH:25]=[CH:24][C:23]([Cl:26])=[CH:22][CH:21]=2)=[CH:11][CH:10]=1, predict the reaction product. The product is: [CH2:1]([NH:7][C:28]([C:17]1[N:18]([CH3:27])[C:19]([C:20]2[CH:25]=[CH:24][C:23]([Cl:26])=[CH:22][CH:21]=2)=[C:15]([C:12]2[CH:11]=[CH:10][C:9]([Cl:8])=[CH:14][CH:13]=2)[N:16]=1)=[O:29])[CH2:2][CH2:3][CH2:4][CH2:5][CH3:6]. (5) Given the reactants [C:1]([O:5][C:6]([N-:8][S:9]([N:12]1[CH:17]=[CH:16][C:15](=[N+](C)C)[CH:14]=[CH:13]1)(=[O:11])=[O:10])=[O:7])([CH3:4])([CH3:3])[CH3:2].FC(F)(F)C(O)=O.O1CCN(C2C3N(C=C(/C=C/C4C=CC5C(=CC=CC=5)N=4)N=3)C(C3C=CC(N4CCC(C(O)=O)CC4)=CC=3)=CN=2)CC1.FC(F)(F)C(O)=O.N1CCC([C:83]2[N:88]3[CH:89]=[C:90]([CH2:92][O:93][C:94]4[CH:103]=[CH:102][C:101]5[C:96](=[CH:97][CH:98]=[CH:99][CH:100]=5)[N:95]=4)[N:91]=[C:87]3[C:86]([N:104]3[CH2:109][CH2:108][O:107][CH2:106][CH2:105]3)=[N:85][CH:84]=2)CC1.CCN(C(C)C)C(C)C, predict the reaction product. The product is: [O:107]1[CH2:108][CH2:109][N:104]([C:86]2[C:87]3[N:88]([CH:89]=[C:90]([CH2:92][O:93][C:94]4[CH:103]=[CH:102][C:101]5[C:96](=[CH:97][CH:98]=[CH:99][CH:100]=5)[N:95]=4)[N:91]=3)[C:83]([CH:15]3[CH2:14][CH2:13][N:12]([S:9]([NH:8][C:6](=[O:7])[O:5][C:1]([CH3:2])([CH3:3])[CH3:4])(=[O:10])=[O:11])[CH2:17][CH2:16]3)=[CH:84][N:85]=2)[CH2:105][CH2:106]1. (6) Given the reactants [Cl:1][C:2]1[CH:26]=[CH:25][C:5]([CH2:6][NH:7][C:8]2[C:17]3[C:12](=[C:13]([C:21]([O:23]C)=[O:22])[CH:14]=[C:15]([N+:18]([O-:20])=[O:19])[CH:16]=3)[N:11]=[CH:10][N:9]=2)=[CH:4][C:3]=1[C:27]([F:30])([F:29])[F:28].C1COCC1.[Li+].[OH-].Cl, predict the reaction product. The product is: [Cl:1][C:2]1[CH:26]=[CH:25][C:5]([CH2:6][NH:7][C:8]2[C:17]3[C:12](=[C:13]([C:21]([OH:23])=[O:22])[CH:14]=[C:15]([N+:18]([O-:20])=[O:19])[CH:16]=3)[N:11]=[CH:10][N:9]=2)=[CH:4][C:3]=1[C:27]([F:30])([F:28])[F:29].